From a dataset of NCI-60 drug combinations with 297,098 pairs across 59 cell lines. Regression. Given two drug SMILES strings and cell line genomic features, predict the synergy score measuring deviation from expected non-interaction effect. (1) Drug 1: C1CCC(C1)C(CC#N)N2C=C(C=N2)C3=C4C=CNC4=NC=N3. Drug 2: CCN(CC)CCNC(=O)C1=C(NC(=C1C)C=C2C3=C(C=CC(=C3)F)NC2=O)C. Cell line: EKVX. Synergy scores: CSS=1.34, Synergy_ZIP=-1.73, Synergy_Bliss=-2.26, Synergy_Loewe=-1.77, Synergy_HSA=-2.31. (2) Drug 1: C1CCN(CC1)CCOC2=CC=C(C=C2)C(=O)C3=C(SC4=C3C=CC(=C4)O)C5=CC=C(C=C5)O. Drug 2: CCC1=C2CN3C(=CC4=C(C3=O)COC(=O)C4(CC)O)C2=NC5=C1C=C(C=C5)O. Cell line: HT29. Synergy scores: CSS=25.4, Synergy_ZIP=-6.71, Synergy_Bliss=2.06, Synergy_Loewe=-19.4, Synergy_HSA=-1.56. (3) Drug 1: CC1=C(C(=CC=C1)Cl)NC(=O)C2=CN=C(S2)NC3=CC(=NC(=N3)C)N4CCN(CC4)CCO. Drug 2: CC1=C(C(=O)C2=C(C1=O)N3CC4C(C3(C2COC(=O)N)OC)N4)N. Cell line: RPMI-8226. Synergy scores: CSS=34.3, Synergy_ZIP=-4.48, Synergy_Bliss=0.302, Synergy_Loewe=4.70, Synergy_HSA=5.02. (4) Drug 1: C1=NC(=NC(=O)N1C2C(C(C(O2)CO)O)O)N. Drug 2: C1C(C(OC1N2C=NC3=C2NC=NCC3O)CO)O. Cell line: MDA-MB-231. Synergy scores: CSS=37.6, Synergy_ZIP=-12.5, Synergy_Bliss=-2.57, Synergy_Loewe=-3.31, Synergy_HSA=-0.486. (5) Cell line: SR. Synergy scores: CSS=75.0, Synergy_ZIP=17.8, Synergy_Bliss=18.4, Synergy_Loewe=-7.55, Synergy_HSA=19.3. Drug 2: CS(=O)(=O)CCNCC1=CC=C(O1)C2=CC3=C(C=C2)N=CN=C3NC4=CC(=C(C=C4)OCC5=CC(=CC=C5)F)Cl. Drug 1: CC1C(C(CC(O1)OC2CC(CC3=C2C(=C4C(=C3O)C(=O)C5=C(C4=O)C(=CC=C5)OC)O)(C(=O)C)O)N)O.Cl. (6) Drug 1: COC1=NC(=NC2=C1N=CN2C3C(C(C(O3)CO)O)O)N. Drug 2: COCCOC1=C(C=C2C(=C1)C(=NC=N2)NC3=CC=CC(=C3)C#C)OCCOC.Cl. Cell line: HCT-15. Synergy scores: CSS=2.90, Synergy_ZIP=-2.51, Synergy_Bliss=-6.29, Synergy_Loewe=-7.05, Synergy_HSA=-4.95. (7) Drug 1: CS(=O)(=O)CCNCC1=CC=C(O1)C2=CC3=C(C=C2)N=CN=C3NC4=CC(=C(C=C4)OCC5=CC(=CC=C5)F)Cl. Drug 2: COCCOC1=C(C=C2C(=C1)C(=NC=N2)NC3=CC=CC(=C3)C#C)OCCOC.Cl. Cell line: NCI-H226. Synergy scores: CSS=1.02, Synergy_ZIP=-1.22, Synergy_Bliss=-2.59, Synergy_Loewe=-7.06, Synergy_HSA=-1.92. (8) Drug 1: CCC(=C(C1=CC=CC=C1)C2=CC=C(C=C2)OCCN(C)C)C3=CC=CC=C3.C(C(=O)O)C(CC(=O)O)(C(=O)O)O. Drug 2: CC1CCCC2(C(O2)CC(NC(=O)CC(C(C(=O)C(C1O)C)(C)C)O)C(=CC3=CSC(=N3)C)C)C. Cell line: HCC-2998. Synergy scores: CSS=56.3, Synergy_ZIP=2.49, Synergy_Bliss=1.42, Synergy_Loewe=0.309, Synergy_HSA=5.06.